The task is: Predict the reactants needed to synthesize the given product.. This data is from Full USPTO retrosynthesis dataset with 1.9M reactions from patents (1976-2016). (1) Given the product [Br:13][C:7]1[CH:8]=[C:9]([Cl:12])[CH:10]=[CH:11][C:6]=1/[CH:5]=[CH:4]/[C:3]([OH:14])=[O:2], predict the reactants needed to synthesize it. The reactants are: C[O:2][C:3](=[O:14])/[CH:4]=[CH:5]/[C:6]1[CH:11]=[CH:10][C:9]([Cl:12])=[CH:8][C:7]=1[Br:13].[OH-].[Na+].O.Cl. (2) Given the product [Cl:34][C:14]1[N:13]=[C:12]([C@@H:2]([NH:1][C:56](=[O:57])[CH2:55][N:48]2[C:47]3[C:43]([F:42])([F:60])[C@@H:44]4[CH2:59][C@@H:45]4[C:46]=3[C:50]([CH:51]([F:53])[F:52])=[N:49]2)[CH2:3][C:4]2[CH:9]=[C:8]([F:10])[CH:7]=[C:6]([F:11])[CH:5]=2)[C:17]([C:18]2[CH:19]=[CH:20][C:21]([Cl:33])=[C:22]3[C:26]=2[N:25]([CH3:27])[N:24]=[C:23]3[NH:28][S:29]([CH3:32])(=[O:30])=[O:31])=[CH:16][CH:15]=1, predict the reactants needed to synthesize it. The reactants are: [NH2:1][C@H:2]([C:12]1[C:17]([C:18]2[CH:19]=[CH:20][C:21]([Cl:33])=[C:22]3[C:26]=2[N:25]([CH3:27])[N:24]=[C:23]3[NH:28][S:29]([CH3:32])(=[O:31])=[O:30])=[CH:16][CH:15]=[C:14]([Cl:34])[N:13]=1)[CH2:3][C:4]1[CH:9]=[C:8]([F:10])[CH:7]=[C:6]([F:11])[CH:5]=1.C(N(CC)CC)C.[F:42][C:43]1([F:60])[C:47]2[N:48]([CH2:55][C:56](O)=[O:57])[N:49]=[C:50]([C:51](F)([F:53])[F:52])[C:46]=2[C@H:45]2[CH2:59][C@@H:44]12.CN(C(ON1N=NC2C=CC=NC1=2)=[N+](C)C)C.F[P-](F)(F)(F)(F)F. (3) The reactants are: C(NC(C)C)(C)C.C([Li])CCC.[C:13]([O:17][C:18]([CH:20]1[CH2:22][CH2:21]1)=[O:19])([CH3:16])([CH3:15])[CH3:14].I[CH2:24][C:25]1[CH:26]=[CH:27][C:28]([O:31][CH2:32][CH2:33][C:34]2[N:35]=[C:36]([C:40]3[CH:45]=[CH:44][CH:43]=[CH:42][CH:41]=3)[O:37][C:38]=2[CH3:39])=[N:29][CH:30]=1.[I-]. Given the product [C:13]([O:17][C:18]([C:20]1([CH2:24][C:25]2[CH:30]=[N:29][C:28]([O:31][CH2:32][CH2:33][C:34]3[N:35]=[C:36]([C:40]4[CH:45]=[CH:44][CH:43]=[CH:42][CH:41]=4)[O:37][C:38]=3[CH3:39])=[CH:27][CH:26]=2)[CH2:22][CH2:21]1)=[O:19])([CH3:16])([CH3:15])[CH3:14], predict the reactants needed to synthesize it. (4) Given the product [C:15]1([S:21]([N:9]2[C:10]3[C:6](=[CH:5][C:4]([N+:1]([O-:3])=[O:2])=[CH:12][CH:11]=3)[CH:7]=[CH:8]2)(=[O:23])=[O:22])[CH:20]=[CH:19][CH:18]=[CH:17][CH:16]=1, predict the reactants needed to synthesize it. The reactants are: [N+:1]([C:4]1[CH:5]=[C:6]2[C:10](=[CH:11][CH:12]=1)[NH:9][CH:8]=[CH:7]2)([O-:3])=[O:2].[OH-].[K+].[C:15]1([S:21](Cl)(=[O:23])=[O:22])[CH:20]=[CH:19][CH:18]=[CH:17][CH:16]=1. (5) Given the product [CH:20]1[C:28]2[C:27]3[CH:29]=[CH:30][CH:31]=[CH:32][C:26]=3[O:25][C:24]=2[CH:23]=[CH:22][C:21]=1[CH2:33][N:1]1[CH:2]([C:10]2[C:15]([O:16][CH3:17])=[CH:14][CH:13]=[CH:12][C:11]=2[O:18][CH3:19])[CH2:3][CH2:4][CH2:5][C:6]1=[O:8], predict the reactants needed to synthesize it. The reactants are: [NH2:1][CH:2]([C:10]1[C:15]([O:16][CH3:17])=[CH:14][CH:13]=[CH:12][C:11]=1[O:18][CH3:19])[CH2:3][CH2:4][CH2:5][C:6]([O:8]C)=O.[CH:20]1[C:28]2[C:27]3[CH:29]=[CH:30][CH:31]=[CH:32][C:26]=3[O:25][C:24]=2[CH:23]=[CH:22][C:21]=1[CH:33]=O. (6) Given the product [C:1]([O:4][C@@H:5]1[C@@H:10]([O:11][C:12](=[O:14])[CH3:13])[C@H:9]([O:15][C:16](=[O:18])[CH3:17])[C@@H:8]([O:19]/[C:20](/[C:29]([O:31][CH3:32])=[O:30])=[CH:21]\[C:22]2[S:47][CH:25]=[CH:24][CH:23]=2)[O:7][C@H:6]1[CH2:34][O:35][C:36](=[O:38])[CH3:37])(=[O:3])[CH3:2], predict the reactants needed to synthesize it. The reactants are: [C:1]([O:4][C@@H:5]1[C@@H:10]([O:11][C:12](=[O:14])[CH3:13])[C@H:9]([O:15][C:16](=[O:18])[CH3:17])[C@@H:8]([O:19]/[C:20](/[C:29]([O:31][CH2:32]C)=[O:30])=[CH:21]\[C:22]2C=C[CH:25]=[CH:24][C:23]=2F)[O:7][C@H:6]1[CH2:34][O:35][C:36](=[O:38])[CH3:37])(=[O:3])[CH3:2].O=C(CC1[S:47]C=CC=1)C(OC)=O.[H-].[Na+].[Br-].C(O[C@@H]1[C@@H](OC(=O)C)[C@H](OC(=O)C)[C@@H](COC(=O)C)O[C@@H]1O)(=O)C. (7) The reactants are: F[C:2]1C=C(C=C(F)C=1)C(OC12CC(CCCC(O)=O)(CC1)CC2)=O.FC1C=C(C=C(F)C=1)C([O:31][C:32]12[CH2:38][C:35]([C:39]([OH:41])=[O:40])([CH2:36][CH2:37]1)[CH2:34][CH2:33]2)=O. Given the product [OH:31][C:32]12[CH2:38][C:35]([C:39]([O:41][CH3:2])=[O:40])([CH2:34][CH2:33]1)[CH2:36][CH2:37]2, predict the reactants needed to synthesize it.